Predict the product of the given reaction. From a dataset of Forward reaction prediction with 1.9M reactions from USPTO patents (1976-2016). The product is: [C:1]1([NH:7][S:8](=[O:9])(=[O:10])[O-:11])[CH:2]=[CH:3][CH:4]=[CH:5][CH:6]=1.[NH4+:49]. Given the reactants [C:1]1([NH:7][S:8](=[O:11])(=[O:10])[O-:9])[CH:6]=[CH:5][CH:4]=[CH:3][CH:2]=1.[K+].C1(NS(=O)(=O)O)C=CC=CC=1.C(NS(=O)(=O)[O-])C1C=CC=CC=1.[Na+].C(NS(=O)(=O)[O-])C1C=CC=CC=1.[NH4+:49].C(NS(=O)(=O)[O-])C1C=CC=CC=1.[K+].C(NS(=O)(=O)O)C1C=CC=CC=1.C(NS(=O)(=O)[O-])(C)C.[Na+].C(NS(=O)(=O)[O-])(C)C.[NH4+].C(NS(=O)(=O)[O-])(C)C.[K+].C(NS(=O)(=O)O)(C)C.CNS(=O)(=O)[O-].[Na+].CNS(=O)(=O)[O-].[NH4+].CNS(=O)(=O)[O-].[K+].CNS(=O)(=O)O.[Na], predict the reaction product.